The task is: Predict the reactants needed to synthesize the given product.. This data is from Full USPTO retrosynthesis dataset with 1.9M reactions from patents (1976-2016). (1) Given the product [NH2:1][C@H:2]([CH3:23])[C@H:3]([NH:8][C:9](=[O:22])[C:10]1[CH:15]=[CH:14][C:13]([C:16]#[C:17][C:18]#[C:19][CH2:20][OH:21])=[CH:12][CH:11]=1)[C:4]([NH:24][OH:25])=[O:5], predict the reactants needed to synthesize it. The reactants are: [NH2:1][C@H:2]([CH3:23])[C@H:3]([NH:8][C:9](=[O:22])[C:10]1[CH:15]=[CH:14][C:13]([C:16]#[C:17][C:18]#[C:19][CH2:20][OH:21])=[CH:12][CH:11]=1)[C:4](OC)=[O:5].[NH2:24][OH:25].CC(O)=O. (2) Given the product [Br:31][CH2:32][CH2:33][N:19]1[C:18]([O:22][CH3:23])=[N:17][C:16]2[C:20]1=[N:21][C:13]([O:12][CH2:8][CH2:9][CH2:10][CH3:11])=[N:14][C:15]=2[NH2:24], predict the reactants needed to synthesize it. The reactants are: FC(F)(F)C(O)=O.[CH2:8]([O:12][C:13]1[N:21]=[C:20]2[C:16]([N:17]=[C:18]([O:22][CH3:23])[NH:19]2)=[C:15]([NH2:24])[N:14]=1)[CH2:9][CH2:10][CH3:11].C(=O)([O-])[O-].[K+].[K+].[Br:31][CH2:32][CH2:33]Br. (3) Given the product [CH3:32][C:28]1[CH:29]=[CH:30][CH:31]=[C:2]([CH3:1])[C:3]=1[O:4][CH2:5][CH2:6][N:7]1[C:8]2[CH:13]=[C:12]([O:14][CH2:15][CH2:16][CH3:17])[CH:11]=[CH:10][C:9]=2[N:18]=[C:19]1[CH2:20][N:7]1[CH2:34][CH2:33][CH2:10][CH2:9][CH2:8]1, predict the reactants needed to synthesize it. The reactants are: [CH3:1][C:2]1[CH:31]=[CH:30][CH:29]=[C:28]([CH3:32])[C:3]=1[O:4][CH2:5][CH2:6][NH:7][C:8]1[CH:13]=[C:12]([O:14][CH2:15][CH2:16][CH3:17])[CH:11]=[CH:10][C:9]=1[NH:18][C:19](=O)[CH2:20]C1CCCCN1.[CH3:33][C:34](O)=O. (4) Given the product [CH3:24][CH:25]([O:33][C:3]1[N:8]=[C:7]([C:9]2[CH:14]=[CH:13][C:12]([Cl:15])=[CH:11][C:10]=2[Cl:16])[C:6]([C:17]2[CH:22]=[CH:21][C:20]([Cl:23])=[CH:19][CH:18]=2)=[CH:5][N:4]=1)[C:26]1[CH:31]=[CH:30][C:29]([F:32])=[CH:28][CH:27]=1, predict the reactants needed to synthesize it. The reactants are: CS[C:3]1[N:8]=[C:7]([C:9]2[CH:14]=[CH:13][C:12]([Cl:15])=[CH:11][C:10]=2[Cl:16])[C:6]([C:17]2[CH:22]=[CH:21][C:20]([Cl:23])=[CH:19][CH:18]=2)=[CH:5][N:4]=1.[CH3:24][CH:25]([OH:33])[C:26]1[CH:31]=[CH:30][C:29]([F:32])=[CH:28][CH:27]=1. (5) Given the product [NH2:9][C@H:5]([C:4]([OH:17])=[O:20])[C@@H:6]([CH3:7])[OH:8].[CH2:1]([NH-:3])[CH3:2].[ClH:18], predict the reactants needed to synthesize it. The reactants are: [CH2:1]([NH:3][C:4](=[O:17])[C@@H:5]([NH:9]C(=O)OCCCC)[C@H:6]([OH:8])[CH3:7])[CH3:2].[ClH:18].C[OH:20].